This data is from Forward reaction prediction with 1.9M reactions from USPTO patents (1976-2016). The task is: Predict the product of the given reaction. (1) Given the reactants [NH2:1][C:2]1[CH:7]=[C:6]([N:8]2[CH2:12][CH2:11][C@:10]([CH:15]3[CH2:17][CH2:16]3)([C:13]#[N:14])[C:9]2=[O:18])[CH:5]=[CH:4][N:3]=1.Cl[C:20]1[N:21]=[N:22][CH:23]=[CH:24][CH:25]=1.C(=O)([O-])[O-].[K+].[K+].C1(P(C2CCCCC2)C2C(OC)=CC=C(OC)C=2C2C(C(C)C)=CC(C(C)C)=CC=2C(C)C)CCCCC1.C(=O)(O)[O-].[Na+], predict the reaction product. The product is: [CH:15]1([C@:10]2([C:13]#[N:14])[CH2:11][CH2:12][N:8]([C:6]3[CH:5]=[CH:4][N:3]=[C:2]([NH:1][C:20]4[N:21]=[N:22][CH:23]=[CH:24][CH:25]=4)[CH:7]=3)[C:9]2=[O:18])[CH2:17][CH2:16]1. (2) Given the reactants [F:1][C:2]1[C:7]([O:8][CH3:9])=[CH:6][C:5]([O:10][CH3:11])=[C:4]([F:12])[C:3]=1[C:13]1[C:22]2[N:21]=[CH:20][CH:19]=[N:18][C:17]=2[C:16]([C:23]([OH:25])=O)=[CH:15][CH:14]=1.[NH2:26][C:27]1[CH:28]=[N:29][CH:30]=[CH:31][CH:32]=1, predict the reaction product. The product is: [N:29]1[CH:30]=[CH:31][CH:32]=[C:27]([NH:26][C:23]([C:16]2[C:17]3[N:18]=[CH:19][CH:20]=[N:21][C:22]=3[C:13]([C:3]3[C:2]([F:1])=[C:7]([O:8][CH3:9])[CH:6]=[C:5]([O:10][CH3:11])[C:4]=3[F:12])=[CH:14][CH:15]=2)=[O:25])[CH:28]=1. (3) Given the reactants [CH3:1][NH:2][NH2:3].Cl[CH2:5][C:6]([N:8]1[CH2:13][CH2:12][CH:11]([C:14]2[S:15][CH:16]=[C:17]([C:19]3[CH2:23][CH:22]([C:24]4[C:29]([F:30])=[CH:28][CH:27]=[CH:26][C:25]=4[F:31])[O:21][N:20]=3)[N:18]=2)[CH2:10][CH2:9]1)=[O:7], predict the reaction product. The product is: [F:31][C:25]1[CH:26]=[CH:27][CH:28]=[C:29]([F:30])[C:24]=1[CH:22]1[O:21][N:20]=[C:19]([C:17]2[N:18]=[C:14]([CH:11]3[CH2:10][CH2:9][N:8]([C:6](=[O:7])[CH2:5][N:2]([CH3:1])[NH2:3])[CH2:13][CH2:12]3)[S:15][CH:16]=2)[CH2:23]1. (4) The product is: [CH2:1]([N:3]1[CH:7]=[C:6]([C:8]2[CH:13]=[CH:12][N:11]=[C:10]3[NH:14][CH:15]=[CH:16][C:9]=23)[C:5]([C:17]2[CH:23]=[CH:22][C:20]([NH:21][C:24](=[O:31])[C:25]3[CH:30]=[CH:29][CH:28]=[CH:27][CH:26]=3)=[CH:19][CH:18]=2)=[N:4]1)[CH3:2]. Given the reactants [CH2:1]([N:3]1[CH:7]=[C:6]([C:8]2[CH:13]=[CH:12][N:11]=[C:10]3[NH:14][CH:15]=[CH:16][C:9]=23)[C:5]([C:17]2[CH:23]=[CH:22][C:20]([NH2:21])=[CH:19][CH:18]=2)=[N:4]1)[CH3:2].[C:24](Cl)(=[O:31])[C:25]1[CH:30]=[CH:29][CH:28]=[CH:27][CH:26]=1, predict the reaction product. (5) Given the reactants [F:1][C:2]([F:9])([F:8])OCC([O-])=O.[CH3:10][O:11][C:12]1[CH:17]=[CH:16][C:15]([NH2:18])=[CH:14][CH:13]=1, predict the reaction product. The product is: [CH3:10][O:11][C:12]1[CH:17]=[C:16]2[C:15](=[CH:14][CH:13]=1)[N:18]=[C:14]([C:2]([F:1])([F:8])[F:9])[CH:13]=[C:12]2[OH:11]. (6) Given the reactants [CH2:1]([C@@H:5]1[NH:10][CH2:9][C@H:8]([CH2:11][CH2:12][CH3:13])[NH:7][C:6]1=[O:14])[CH:2]([CH3:4])[CH3:3].[Cl:15][C:16]1[CH:21]=[CH:20][C:19]([C:22]2[O:26][N:25]=[C:24]([CH:27]=O)[CH:23]=2)=[CH:18][CH:17]=1.C([C@@H]1N(CC2C=C(C3C=CC=CC=3)ON=2)C[C@H](CC(C)C)NC1=O)C(C)C, predict the reaction product. The product is: [Cl:15][C:16]1[CH:17]=[CH:18][C:19]([C:22]2[O:26][N:25]=[C:24]([CH2:27][N:10]3[CH2:9][C@H:8]([CH2:11][CH2:12][CH3:13])[NH:7][C:6](=[O:14])[C@@H:5]3[CH2:1][CH:2]([CH3:4])[CH3:3])[CH:23]=2)=[CH:20][CH:21]=1.